From a dataset of Forward reaction prediction with 1.9M reactions from USPTO patents (1976-2016). Predict the product of the given reaction. (1) The product is: [NH2:3][C:4]([NH:6][C:7]1[NH:8][C:9]([C:17]2[CH:22]=[CH:21][CH:20]=[C:19]([Cl:23])[CH:18]=2)=[C:10]([CH2:15][OH:16])[C:11]=1[C:12]([NH2:14])=[O:13])=[O:5]. Given the reactants [BH4-].[Na+].[NH2:3][C:4]([NH:6][C:7]1[NH:8][C:9]([C:17]2[CH:22]=[CH:21][CH:20]=[C:19]([Cl:23])[CH:18]=2)=[C:10]([CH:15]=[O:16])[C:11]=1[C:12]([NH2:14])=[O:13])=[O:5].O1CCCC1CO, predict the reaction product. (2) Given the reactants [OH:1][C:2]1[CH:3]=[C:4]2[C:9](=[CH:10][CH:11]=1)[O:8][C:7]([CH3:13])([CH3:12])[CH2:6][C:5]2=[O:14].C(O)(=O)C.[N+:19]([O-])([O-:21])=[O:20].[K+].OS(O)(=O)=O, predict the reaction product. The product is: [OH:1][C:2]1[C:3]([N+:19]([O-:21])=[O:20])=[C:4]2[C:9](=[CH:10][CH:11]=1)[O:8][C:7]([CH3:12])([CH3:13])[CH2:6][C:5]2=[O:14]. (3) Given the reactants [CH2:1](N(CC)CC)C.[CH3:8][C:9]1[CH:14]=[C:13]([OH:15])[CH:12]=[CH:11][C:10]=1[CH2:16][C:17]([OH:19])=[O:18].[F:20][C:21]([F:34])([F:33])[S:22](O[S:22]([C:21]([F:34])([F:33])[F:20])(=[O:24])=[O:23])(=[O:24])=[O:23], predict the reaction product. The product is: [CH3:1][O:18][C:17](=[O:19])[CH2:16][C:10]1[CH:11]=[CH:12][C:13]([O:15][S:22]([C:21]([F:34])([F:33])[F:20])(=[O:24])=[O:23])=[CH:14][C:9]=1[CH3:8].